Dataset: Full USPTO retrosynthesis dataset with 1.9M reactions from patents (1976-2016). Task: Predict the reactants needed to synthesize the given product. Given the product [CH3:5][C:4]1[O:8][C:9]([CH2:10][CH2:11][OH:14])=[CH:2][CH:3]=1, predict the reactants needed to synthesize it. The reactants are: [Li][CH2:2][CH2:3][CH2:4][CH3:5].CC1[O:8][CH:9]=[CH:10][CH:11]=1.C1[O:14]C1.[Cl-].[NH4+].